The task is: Regression. Given a peptide amino acid sequence and an MHC pseudo amino acid sequence, predict their binding affinity value. This is MHC class I binding data.. This data is from Peptide-MHC class I binding affinity with 185,985 pairs from IEDB/IMGT. (1) The peptide sequence is KDGTLFYCY. The MHC is HLA-A69:01 with pseudo-sequence HLA-A69:01. The binding affinity (normalized) is 0.0847. (2) The peptide sequence is GPIGKLIAV. The MHC is H-2-Db with pseudo-sequence H-2-Db. The binding affinity (normalized) is 0. (3) The peptide sequence is HCIRNKSVI. The binding affinity (normalized) is 0.399. The MHC is H-2-Db with pseudo-sequence H-2-Db. (4) The peptide sequence is FRISGRGGK. The MHC is HLA-B73:01 with pseudo-sequence HLA-B73:01. The binding affinity (normalized) is 0.0847. (5) The peptide sequence is QIYLSDSDNI. The MHC is HLA-A02:06 with pseudo-sequence HLA-A02:06. The binding affinity (normalized) is 0.112. (6) The peptide sequence is APRTVALTA. The MHC is HLA-B15:01 with pseudo-sequence HLA-B15:01. The binding affinity (normalized) is 0.0847.